Dataset: TCR-epitope binding with 47,182 pairs between 192 epitopes and 23,139 TCRs. Task: Binary Classification. Given a T-cell receptor sequence (or CDR3 region) and an epitope sequence, predict whether binding occurs between them. The epitope is FLKEKGGL. The TCR CDR3 sequence is CASGAGWGTGELFF. Result: 0 (the TCR does not bind to the epitope).